Dataset: Full USPTO retrosynthesis dataset with 1.9M reactions from patents (1976-2016). Task: Predict the reactants needed to synthesize the given product. (1) The reactants are: C[O:2][C:3](=[O:26])[CH2:4][N:5]1[CH2:11][CH:10]=[CH:9][CH2:8][CH:7]([NH:12][C:13]([C:15]2[C:24]3[C:19](=[CH:20][CH:21]=[CH:22][CH:23]=3)[CH:18]=[CH:17][N:16]=2)=[O:14])[C:6]1=[O:25].[Li+].[OH-]. Given the product [C:15]1([C:13]([NH:12][CH:7]2[CH2:8][CH:9]=[CH:10][CH2:11][N:5]([CH2:4][C:3]([OH:26])=[O:2])[C:6]2=[O:25])=[O:14])[C:24]2[C:19](=[CH:20][CH:21]=[CH:22][CH:23]=2)[CH:18]=[CH:17][N:16]=1, predict the reactants needed to synthesize it. (2) Given the product [F:1][C:2]1[CH:3]=[CH:4][CH:5]=[C:6]2[C:10]=1[CH:9]([NH:11][C:12]1[CH:21]=[CH:20][C:19]3[C:14](=[CH:15][CH:16]=[C:17]([NH:22][C:29](=[O:30])[CH2:28][C:26]4[N:25]=[CH:24][S:23][CH:27]=4)[CH:18]=3)[N:13]=1)[CH2:8][CH2:7]2, predict the reactants needed to synthesize it. The reactants are: [F:1][C:2]1[CH:3]=[CH:4][CH:5]=[C:6]2[C:10]=1[CH:9]([NH:11][C:12]1[CH:21]=[CH:20][C:19]3[C:14](=[CH:15][CH:16]=[C:17]([NH2:22])[CH:18]=3)[N:13]=1)[CH2:8][CH2:7]2.[S:23]1[CH:27]=[C:26]([CH2:28][C:29](O)=[O:30])[N:25]=[CH:24]1. (3) Given the product [OH:10][CH2:9][CH:3]1[CH2:2][CH:1]2[N:8]([C:17]([O:19][CH2:20][C:21]3[CH:26]=[CH:25][CH:24]=[CH:23][CH:22]=3)=[O:18])[CH:5]([CH2:6][CH2:7]2)[CH2:4]1, predict the reactants needed to synthesize it. The reactants are: [CH:1]12[NH:8][CH:5]([CH2:6][CH2:7]1)[CH2:4][CH:3]([CH2:9][OH:10])[CH2:2]2.C(=O)(O)[O-].[Na+].Cl[C:17]([O:19][CH2:20][C:21]1[CH:26]=[CH:25][CH:24]=[CH:23][CH:22]=1)=[O:18]. (4) Given the product [CH2:1]([C:4]1[C:12]2[O:11][N:10]=[C:9]([C:13]([F:16])([F:15])[F:14])[C:8]=2[CH:7]=[CH:6][C:5]=1[O:17][CH2:18][CH2:19][CH2:20][NH:24][CH2:22][CH3:23])[CH2:2][CH3:3], predict the reactants needed to synthesize it. The reactants are: [CH2:1]([C:4]1[C:12]2[O:11][N:10]=[C:9]([C:13]([F:16])([F:15])[F:14])[C:8]=2[CH:7]=[CH:6][C:5]=1[O:17][CH2:18][CH2:19][CH2:20]Br)[CH2:2][CH3:3].[CH2:22]([NH2:24])[CH3:23]. (5) Given the product [F:1][C:2]1[CH:3]=[CH:4][C:5]([C:8](=[O:18])[CH2:9][C:10]2[CH:11]=[CH:12][C:13]([S:21]([CH3:25])(=[O:23])=[O:20])=[CH:14][CH:15]=2)=[CH:6][CH:7]=1, predict the reactants needed to synthesize it. The reactants are: [F:1][C:2]1[CH:7]=[CH:6][C:5]([C:8](=[O:18])[CH2:9][C:10]2[CH:15]=[CH:14][C:13](SC)=[CH:12][CH:11]=2)=[CH:4][CH:3]=1.O[O:20][S:21]([O-:23])=O.[K+].[CH3:25]O. (6) Given the product [CH2:1]([O:8][C:9]([NH:11][C@@H:12]1[C:15](=[O:16])[NH:14][C@@H:13]1[CH2:28][N:29]1[N:30]=[C:31]2[CH2:36][N:35]([C:37]([O:39][C:40]([CH3:43])([CH3:42])[CH3:41])=[O:38])[CH2:34][C:32]2=[N:33]1)=[O:10])[C:2]1[CH:3]=[CH:4][CH:5]=[CH:6][CH:7]=1, predict the reactants needed to synthesize it. The reactants are: [CH2:1]([O:8][C:9]([NH:11][C@@H:12]1[C:15](=[O:16])[N:14](CC2C=CC(OC)=CC=2OC)[C@@H:13]1[CH2:28][N:29]1[N:33]=[C:32]2[CH2:34][N:35]([C:37]([O:39][C:40]([CH3:43])([CH3:42])[CH3:41])=[O:38])[CH2:36][C:31]2=[N:30]1)=[O:10])[C:2]1[CH:7]=[CH:6][CH:5]=[CH:4][CH:3]=1.S(OOS([O-])(=O)=O)([O-])(=O)=O.[K+].[K+].P([O-])([O-])([O-])=O.[K+].[K+].[K+].